Dataset: Forward reaction prediction with 1.9M reactions from USPTO patents (1976-2016). Task: Predict the product of the given reaction. (1) The product is: [NH2:39][C@@H:38]([CH2:50][CH:51]([CH3:53])[CH3:52])[C:37]([NH:36][CH2:35][CH2:34][CH2:33][NH:32][C@@H:31]([C@H:30]([CH:10]1[C@@H:9]([O:8][Si:1]([C:4]([CH3:5])([CH3:6])[CH3:7])([CH3:3])[CH3:2])[C@@H:13]([O:14][Si:15]([C:18]([CH3:19])([CH3:20])[CH3:21])([CH3:17])[CH3:16])[C@H:12]([N:22]2[CH:27]=[CH:26][C:25](=[O:28])[NH:24][C:23]2=[O:29])[O:11]1)[OH:62])[C:55]([O:57][C:58]([CH3:59])([CH3:60])[CH3:61])=[O:56])=[O:54]. Given the reactants [Si:1]([O:8][C@H:9]1[C@@H:13]([O:14][Si:15]([C:18]([CH3:21])([CH3:20])[CH3:19])([CH3:17])[CH3:16])[C@H:12]([N:22]2[CH:27]=[CH:26][C:25](=[O:28])[NH:24][C:23]2=[O:29])[O:11][CH:10]1[C@H:30]([OH:62])[C@@H:31]([C:55]([O:57][C:58]([CH3:61])([CH3:60])[CH3:59])=[O:56])[NH:32][CH2:33][CH2:34][CH2:35][NH:36][C:37](=[O:54])[C@H:38]([CH2:50][CH:51]([CH3:53])[CH3:52])[NH:39]C(=O)OCC1C=CC=CC=1)([C:4]([CH3:7])([CH3:6])[CH3:5])([CH3:3])[CH3:2], predict the reaction product. (2) The product is: [NH:1]1[C:2]2([CH2:7][CH2:6][CH2:5][CH2:4][CH2:3]2)[CH2:8][O:9][CH2:10]1. Given the reactants [NH2:1][C:2]1([CH2:8][OH:9])[CH2:7][CH2:6][CH2:5][CH2:4][CH2:3]1.[CH3:10]O.C=O, predict the reaction product. (3) Given the reactants Cl[C:2]1[N:3]=[C:4]([N:18]2[CH2:23][CH2:22][O:21][CH2:20][CH2:19]2)[C:5]2[S:10][C:9]([CH2:11][NH:12][C:13]3[S:14][CH:15]=[CH:16][N:17]=3)=[CH:8][C:6]=2[N:7]=1.[NH2:24][C:25]1[N:30]=[CH:29][C:28](B2OC(C)(C)C(C)(C)O2)=[CH:27][N:26]=1, predict the reaction product. The product is: [NH2:24][C:25]1[N:30]=[CH:29][C:28]([C:2]2[N:3]=[C:4]([N:18]3[CH2:23][CH2:22][O:21][CH2:20][CH2:19]3)[C:5]3[S:10][C:9]([CH2:11][NH:12][C:13]4[S:14][CH:15]=[CH:16][N:17]=4)=[CH:8][C:6]=3[N:7]=2)=[CH:27][N:26]=1. (4) Given the reactants [NH2:1][C:2]1[S:3][C:4]([C:17]2[CH:22]=[CH:21][CH:20]=[C:19]([F:23])[CH:18]=2)=[C:5]([C:7]([N:9]2[C@H:14]([CH2:15][NH2:16])[CH2:13][C@H:12]3[C@@H:10]2[CH2:11]3)=[O:8])[N:6]=1.[CH3:24][N:25]1[C:29]([C:30]([F:33])([F:32])[F:31])=[C:28]([C:34](O)=[O:35])[CH:27]=[N:26]1, predict the reaction product. The product is: [NH2:1][C:2]1[S:3][C:4]([C:17]2[CH:22]=[CH:21][CH:20]=[C:19]([F:23])[CH:18]=2)=[C:5]([C:7]([N:9]2[C@H:14]([CH2:15][NH:16][C:34]([C:28]3[CH:27]=[N:26][N:25]([CH3:24])[C:29]=3[C:30]([F:33])([F:31])[F:32])=[O:35])[CH2:13][C@H:12]3[C@@H:10]2[CH2:11]3)=[O:8])[N:6]=1.